From a dataset of Full USPTO retrosynthesis dataset with 1.9M reactions from patents (1976-2016). Predict the reactants needed to synthesize the given product. Given the product [C:3]([O:7][C:8]([N:10]1[CH2:15][CH2:14][N:13]([CH3:17])[C:12](=[O:16])[CH2:11]1)=[O:9])([CH3:6])([CH3:4])[CH3:5], predict the reactants needed to synthesize it. The reactants are: [H-].[Na+].[C:3]([O:7][C:8]([N:10]1[CH2:15][CH2:14][NH:13][C:12](=[O:16])[CH2:11]1)=[O:9])([CH3:6])([CH3:5])[CH3:4].[CH3:17]I.O.